This data is from Catalyst prediction with 721,799 reactions and 888 catalyst types from USPTO. The task is: Predict which catalyst facilitates the given reaction. (1) Reactant: C([Cu])#N.[CH3:4][Mg]Br.Br[CH2:8][C:9](=[CH2:15])[C:10]([O:12][CH2:13][CH3:14])=[O:11].[Cl-].[NH4+]. Product: [CH2:8]([C:9](=[CH2:15])[C:10]([O:12][CH2:13][CH3:14])=[O:11])[CH3:4]. The catalyst class is: 7. (2) Reactant: [C:1]([C:5]1[CH:6]=[C:7]2[C:12](=[C:13]([F:15])[CH:14]=1)[C:11](=[O:16])[N:10]([C:17]1[CH:27]=[CH:26][CH:25]=[C:24]([C:28]3[CH:33]=[C:32]([NH:34][C:35]4[CH:40]=[CH:39][C:38]([CH2:41][N:42]5[CH2:47][CH2:46][N:45]([CH3:48])[CH2:44][CH2:43]5)=[CH:37][N:36]=4)[C:31](=[O:49])[N:30]([CH3:50])[N:29]=3)[C:18]=1[CH2:19][O:20]C(=O)C)[N:9]=[CH:8]2)([CH3:4])([CH3:3])[CH3:2].C(=O)([O-])[O-].[K+].[K+].O. Product: [C:1]([C:5]1[CH:6]=[C:7]2[C:12](=[C:13]([F:15])[CH:14]=1)[C:11](=[O:16])[N:10]([C:17]1[CH:27]=[CH:26][CH:25]=[C:24]([C:28]3[CH:33]=[C:32]([NH:34][C:35]4[CH:40]=[CH:39][C:38]([CH2:41][N:42]5[CH2:47][CH2:46][N:45]([CH3:48])[CH2:44][CH2:43]5)=[CH:37][N:36]=4)[C:31](=[O:49])[N:30]([CH3:50])[N:29]=3)[C:18]=1[CH2:19][OH:20])[N:9]=[CH:8]2)([CH3:4])([CH3:2])[CH3:3]. The catalyst class is: 5. (3) Reactant: [NH2:1][C:2]1[CH:7]=[CH:6][C:5]([CH2:8][CH2:9][C:10]2[S:14][C:13]([NH:15][C:16](=[O:18])[CH3:17])=[N:12][CH:11]=2)=[CH:4][CH:3]=1.[C:19]([O:23][C:24]([NH:26][C:27](N1C=CC=N1)=[N:28][C:29]([O:31][C:32]([CH3:35])([CH3:34])[CH3:33])=[O:30])=[O:25])([CH3:22])([CH3:21])[CH3:20].CN(C)C=O. Product: [C:16]([NH:15][C:13]1[S:14][C:10]([CH2:9][CH2:8][C:5]2[CH:6]=[CH:7][C:2]([NH:1][CH:27]([NH:28][C:29](=[O:30])[O:31][C:32]([CH3:35])([CH3:34])[CH3:33])[NH:26][C:24](=[O:25])[O:23][C:19]([CH3:22])([CH3:21])[CH3:20])=[CH:3][CH:4]=2)=[CH:11][N:12]=1)(=[O:18])[CH3:17]. The catalyst class is: 7. (4) Reactant: [Cl:1][C:2]1[C:10]2[N:9]=[C:8]3[N:11]([C:16]4[C:17]([CH3:25])=[CH:18][C:19]([N:22]([CH3:24])[CH3:23])=[N:20][CH:21]=4)[CH2:12][CH2:13][CH2:14][CH2:15][N:7]3[C:6]=2[C:5]([CH:26]([CH2:29][CH3:30])[CH2:27][CH3:28])=[CH:4][CH:3]=1.ClC1C=CC=C(C(OO)=[O:39])C=1. Product: [Cl:1][C:2]1[C:10]2[N:9]=[C:8]3[N:11]([C:16]4[CH:21]=[N+:20]([O-:39])[C:19]([N:22]([CH3:24])[CH3:23])=[CH:18][C:17]=4[CH3:25])[CH2:12][CH2:13][CH2:14][CH2:15][N:7]3[C:6]=2[C:5]([CH:26]([CH2:29][CH3:30])[CH2:27][CH3:28])=[CH:4][CH:3]=1. The catalyst class is: 4. (5) Reactant: C([O:9][CH2:10][C:11]1[CH:16]=[C:15]([O:17][CH2:18][CH2:19][CH2:20]Br)[C:14]([O:22][CH2:23][CH2:24][CH2:25]Br)=[C:13]([O:27][CH2:28][CH2:29][CH2:30]Br)[CH:12]=1)(=O)C1C=CC=CC=1.[BH4-].[Na+].[C:42]1([Te:41][Te:41][C:42]2[CH:47]=[CH:46][CH:45]=[CH:44][CH:43]=2)[CH:47]=[CH:46][CH:45]=[CH:44][CH:43]=1. Product: [C:42]1([Te:41][CH2:20][CH2:19][CH2:18][O:17][C:15]2[CH:16]=[C:11]([CH:12]=[C:13]([O:27][CH2:28][CH2:29][CH2:30][Te:41][C:42]3[CH:43]=[CH:44][CH:45]=[CH:46][CH:47]=3)[C:14]=2[O:22][CH2:23][CH2:24][CH2:25][Te:41][C:42]2[CH:47]=[CH:46][CH:45]=[CH:44][CH:43]=2)[CH2:10][OH:9])[CH:43]=[CH:44][CH:45]=[CH:46][CH:47]=1. The catalyst class is: 1.